From a dataset of Catalyst prediction with 721,799 reactions and 888 catalyst types from USPTO. Predict which catalyst facilitates the given reaction. (1) Reactant: [H-].[Na+].[F:3][C:4]1[C:15]([F:16])=[CH:14][CH:13]=[CH:12][C:5]=1[O:6][CH2:7][CH2:8][CH2:9][CH2:10][OH:11].Br[CH2:18][CH2:19][CH2:20][CH2:21][CH3:22]. Product: [F:16][C:15]1[CH:14]=[CH:13][CH:12]=[C:5]([O:6][CH2:7][CH2:8][CH2:9][CH2:10][O:11][CH2:18][CH2:19][CH2:20][CH2:21][CH3:22])[C:4]=1[F:3]. The catalyst class is: 3. (2) Reactant: [CH3:1][N:2]1[C:7](=[O:8])[C:6]2[C:9]([C:30]3[CH:35]=[CH:34][CH:33]=[CH:32][CH:31]=3)=[C:10]([C:12]3[CH:17]=[CH:16][C:15]([C:18]4([NH:22]C(=O)OC(C)(C)C)[CH2:21][CH2:20][CH2:19]4)=[CH:14][CH:13]=3)[O:11][C:5]=2[N:4]=[CH:3]1.Cl. Product: [NH2:22][C:18]1([C:15]2[CH:14]=[CH:13][C:12]([C:10]3[O:11][C:5]4[N:4]=[CH:3][N:2]([CH3:1])[C:7](=[O:8])[C:6]=4[C:9]=3[C:30]3[CH:35]=[CH:34][CH:33]=[CH:32][CH:31]=3)=[CH:17][CH:16]=2)[CH2:19][CH2:20][CH2:21]1. The catalyst class is: 1. (3) Reactant: C[O:2][C:3](=[O:30])[CH2:4][O:5][C:6]1[CH:11]=[CH:10][C:9]([F:12])=[C:8]([CH2:13][C:14]2[C:22]3[C:17](=[N:18][CH:19]=[C:20]([C:23]4[CH:24]=[N:25][CH:26]=[CH:27][CH:28]=4)[CH:21]=3)[NH:16][CH:15]=2)[C:7]=1[F:29].[OH-].[K+].O.Cl. Product: [F:29][C:7]1[C:8]([CH2:13][C:14]2[C:22]3[C:17](=[N:18][CH:19]=[C:20]([C:23]4[CH:24]=[N:25][CH:26]=[CH:27][CH:28]=4)[CH:21]=3)[NH:16][CH:15]=2)=[C:9]([F:12])[CH:10]=[CH:11][C:6]=1[O:5][CH2:4][C:3]([OH:30])=[O:2]. The catalyst class is: 7. (4) Reactant: [NH2:1][C:2]1[CH:3]=[C:4]([C:8]2[N:12]=[C:11]([C@H:13]3[CH2:18][CH2:17][CH2:16][CH2:15][N:14]3[C:19](=[O:28])[CH2:20][O:21][C:22]3[CH:27]=[CH:26][CH:25]=[CH:24][CH:23]=3)[O:10][N:9]=2)[CH:5]=[CH:6][CH:7]=1.CCN(C(C)C)C(C)C.[C:38](Cl)(=[O:40])[CH3:39].O. Product: [O:21]([CH2:20][C:19]([N:14]1[CH2:15][CH2:16][CH2:17][CH2:18][C@@H:13]1[C:11]1[O:10][N:9]=[C:8]([C:4]2[CH:3]=[C:2]([NH:1][C:38](=[O:40])[CH3:39])[CH:7]=[CH:6][CH:5]=2)[N:12]=1)=[O:28])[C:22]1[CH:23]=[CH:24][CH:25]=[CH:26][CH:27]=1. The catalyst class is: 1. (5) Reactant: C(OC(N1C2SC(C(O)=O)=CC=2C([NH:17][C:18](=[O:27])[C:19]2[CH:24]=[CH:23][C:22]([O:25][CH3:26])=[CH:21][CH:20]=2)=N1)C)C.F[B-](F)(F)F.N1(OC(N(C)C)=[N+](C)C)C2C=CC=CC=2N=N1.C1(NN)C=CC=CC=1.C(N(CC)CC)C. Product: [CH3:26][O:25][C:22]1[CH:23]=[CH:24][C:19]([C:18]([NH2:17])=[O:27])=[CH:20][CH:21]=1. The catalyst class is: 9. (6) Reactant: [CH3:1][O:2][C@H:3]([CH2:6][S:7][C:8]1[CH:13]=[CH:12][CH:11]=[CH:10][C:9]=1[O:14][CH3:15])[CH2:4][OH:5].CC(OI1(OC(C)=O)(OC(C)=O)OC(=O)C2C=CC=CC1=2)=O.S([O-])([O-])(=O)=S.[Na+].[Na+].C(=O)([O-])O.[Na+]. Product: [CH3:1][O:2][C@H:3]([CH2:6][S:7][C:8]1[CH:13]=[CH:12][CH:11]=[CH:10][C:9]=1[O:14][CH3:15])[CH:4]=[O:5]. The catalyst class is: 4. (7) Reactant: [H-].[Na+].[CH3:3][C:4]1[N:9]=[C:8](/[C:10](=[N:12]/[OH:13])/[CH3:11])[CH:7]=[CH:6][CH:5]=1.Br[CH2:15][CH2:16][CH2:17][OH:18]. Product: [OH:18][CH2:17][CH2:16][CH2:15][O:13]/[N:12]=[C:10](/[C:8]1[CH:7]=[CH:6][CH:5]=[C:4]([CH3:3])[N:9]=1)\[CH3:11]. The catalyst class is: 42. (8) Reactant: [CH:1]1([CH2:6][CH:7]([C:11]2[CH:16]=[CH:15][C:14]([C:17]#[C:18][C:19]([OH:23])([CH3:22])[CH2:20][CH3:21])=[CH:13][CH:12]=2)[C:8](O)=[O:9])[CH2:5][CH2:4][CH2:3][CH2:2]1.F[P-](F)(F)(F)(F)F.N1(O[P+](N(C)C)(N(C)C)N(C)C)C2C=CC=CC=2N=N1.C(N(CC)CC)C.[NH2:58][C:59]1[S:60][CH:61]=[CH:62][N:63]=1. Product: [CH:1]1([CH2:6][CH:7]([C:11]2[CH:16]=[CH:15][C:14]([C:17]#[C:18][C:19]([OH:23])([CH3:22])[CH2:20][CH3:21])=[CH:13][CH:12]=2)[C:8]([NH:58][C:59]2[S:60][CH:61]=[CH:62][N:63]=2)=[O:9])[CH2:2][CH2:3][CH2:4][CH2:5]1. The catalyst class is: 2. (9) Reactant: [C:1]([C:4]1[S:8][C:7]([CH2:9][C:10]([OH:12])=[O:11])=[CH:6][CH:5]=1)(=[O:3])[CH3:2].O[CH2:14][C:15]1([CH3:19])[CH2:18][O:17][CH2:16]1.CN(C1C=CC=CN=1)C.C1(N=C=NC2CCCCC2)CCCCC1. Product: [CH3:14][C:15]1([CH2:19][O:11][C:10](=[O:12])[CH2:9][C:7]2[S:8][C:4]([C:1](=[O:3])[CH3:2])=[CH:5][CH:6]=2)[CH2:18][O:17][CH2:16]1. The catalyst class is: 1.